Dataset: Full USPTO retrosynthesis dataset with 1.9M reactions from patents (1976-2016). Task: Predict the reactants needed to synthesize the given product. Given the product [F:1][C:2]1[CH:3]=[CH:4][C:5]([N:8]2[C:11](=[O:12])[C@H:10]([S:13][CH2:14][C:15]([C:17]3[CH:18]=[CH:19][C:20]([F:23])=[CH:21][CH:22]=3)=[O:16])[C@H:9]2[C:24]2[CH:38]=[CH:37][C:27]([O:28][CH2:29][C:30]([NH:32][CH2:41][C:42]([NH:72][C@H:71]([C:73]([O:75][C:76]([CH3:79])([CH3:78])[CH3:77])=[O:74])[CH2:70][C:69]([CH3:81])([CH3:80])[CH3:68])=[O:43])=[O:31])=[CH:26][CH:25]=2)=[CH:6][CH:7]=1, predict the reactants needed to synthesize it. The reactants are: [F:1][C:2]1[CH:7]=[CH:6][C:5]([N:8]2[C:11](=[O:12])[C@H:10]([S:13][CH2:14][C:15]([C:17]3[CH:22]=[CH:21][C:20]([F:23])=[CH:19][CH:18]=3)=[O:16])[C@H:9]2[C:24]2[CH:38]=[CH:37][C:27]([O:28][CH2:29][C:30]([NH:32]CC(O)=O)=[O:31])=[CH:26][CH:25]=2)=[CH:4][CH:3]=1.CN1CC[O:43][CH2:42][CH2:41]1.CN(C(ON1N=NC2C=CC=CC1=2)=[N+](C)C)C.[B-](F)(F)(F)F.[CH3:68][C:69]([CH3:81])([CH3:80])[CH2:70][C@@H:71]([C:73]([O:75][C:76]([CH3:79])([CH3:78])[CH3:77])=[O:74])[NH2:72].OS([O-])(=O)=O.[K+].